Dataset: Peptide-MHC class II binding affinity with 134,281 pairs from IEDB. Task: Regression. Given a peptide amino acid sequence and an MHC pseudo amino acid sequence, predict their binding affinity value. This is MHC class II binding data. (1) The peptide sequence is HMQDKTMVKKWRDVP. The MHC is DRB1_1301 with pseudo-sequence DRB1_1301. The binding affinity (normalized) is 0.532. (2) The binding affinity (normalized) is 0. The peptide sequence is AVKPAAEEVKVIPAG. The MHC is HLA-DPA10301-DPB10402 with pseudo-sequence HLA-DPA10301-DPB10402.